Task: Regression. Given two drug SMILES strings and cell line genomic features, predict the synergy score measuring deviation from expected non-interaction effect.. Dataset: NCI-60 drug combinations with 297,098 pairs across 59 cell lines Drug 1: CCCCCOC(=O)NC1=NC(=O)N(C=C1F)C2C(C(C(O2)C)O)O. Drug 2: CC=C1C(=O)NC(C(=O)OC2CC(=O)NC(C(=O)NC(CSSCCC=C2)C(=O)N1)C(C)C)C(C)C. Cell line: SF-268. Synergy scores: CSS=58.3, Synergy_ZIP=3.03, Synergy_Bliss=-0.0303, Synergy_Loewe=-72.4, Synergy_HSA=-4.05.